This data is from KCNQ2 potassium channel screen with 302,405 compounds. The task is: Binary Classification. Given a drug SMILES string, predict its activity (active/inactive) in a high-throughput screening assay against a specified biological target. (1) The drug is S1\C(C(=O)N(CCC)C1=S)=C/c1ccncc1. The result is 0 (inactive). (2) The molecule is ClCCN(Cc1c(OCCCCC)ccc(c1)C)CCCl. The result is 0 (inactive). (3) The drug is s1nc(OCC)nc1OCC. The result is 0 (inactive). (4) The drug is S(=O)(=O)(N(CC(=O)Nc1cc2OCCOc2cc1)c1c(OC)ccc(OC)c1)C. The result is 0 (inactive). (5) The compound is Clc1c(CNS(=O)(=O)c2ccc(cc2)c2oc(SCC(OC)=O)nn2)cccc1. The result is 0 (inactive). (6) The compound is Clc1ccc(CNCC2OCCC2)cc1. The result is 0 (inactive). (7) The drug is O=C(N1CCN(C(CCC)c2n(nnn2)Cc2ccc(OC)cc2)CC1)c1occc1. The result is 0 (inactive). (8) The compound is S(C1CC(=O)N(C1=O)c1ccccc1)\C(Nc1ccc(OCC)cc1)=N/Cc1cc2OCOc2cc1. The result is 0 (inactive). (9) The molecule is O=C1N(C(=O)c2c(/C1=C\NCc1ncccc1)cccc2)c1ccccc1. The result is 0 (inactive). (10) The drug is O=C(Nc1c(c(ccc1)C)C)C1C2CC(C1)CC2. The result is 1 (active).